Dataset: Forward reaction prediction with 1.9M reactions from USPTO patents (1976-2016). Task: Predict the product of the given reaction. (1) Given the reactants [CH:1]1[C:9]2[C:8]3[CH:10]=[CH:11][CH:12]=[CH:13][C:7]=3[S:6][C:5]=2[CH:4]=[CH:3][CH:2]=1.C([Li:18])CCC.CCCCCC, predict the reaction product. The product is: [CH:1]1[C:9]2[C:8]3[CH:10]=[CH:11][CH:12]=[CH:13][C:7]=3[S:6][C:5]=2[C:4]([Li:18])=[CH:3][CH:2]=1. (2) Given the reactants [NH2:1][C:2]([CH3:16])([CH3:15])[C:3]([N:5]1[CH2:14][CH2:13][C:12]2[C:7](=[CH:8][CH:9]=[CH:10][CH:11]=2)[CH2:6]1)=O.[H-].[H-].[H-].[H-].[Li+].[Al+3], predict the reaction product. The product is: [CH2:6]1[C:7]2[C:12](=[CH:11][CH:10]=[CH:9][CH:8]=2)[CH2:13][CH2:14][N:5]1[CH2:3][C:2]([NH2:1])([CH3:15])[CH3:16]. (3) Given the reactants [F:1][C:2]1[CH:7]=[C:6]([NH:8][C:9]([C:11]2[CH:12]=[N:13][NH:14][CH:15]=2)=[O:10])[CH:5]=[CH:4][C:3]=1[C@@H:16]1[O:21][CH2:20][CH2:19][N:18]([C:22]([O:24][C:25]([CH3:28])([CH3:27])[CH3:26])=[O:23])[CH2:17]1.Cl[C:30]1[CH:35]=[C:34]([C:36]([F:39])([F:38])[F:37])[N:33]=[CH:32][N:31]=1, predict the reaction product. The product is: [F:1][C:2]1[CH:7]=[C:6]([NH:8][C:9]([C:11]2[CH:12]=[N:13][N:14]([C:30]3[CH:35]=[C:34]([C:36]([F:39])([F:38])[F:37])[N:33]=[CH:32][N:31]=3)[CH:15]=2)=[O:10])[CH:5]=[CH:4][C:3]=1[C@@H:16]1[O:21][CH2:20][CH2:19][N:18]([C:22]([O:24][C:25]([CH3:28])([CH3:27])[CH3:26])=[O:23])[CH2:17]1.